Task: Predict the reactants needed to synthesize the given product.. Dataset: Full USPTO retrosynthesis dataset with 1.9M reactions from patents (1976-2016) (1) Given the product [C:1]([O:4][CH2:5][C@@H:6]1[C@@H:11]([O:12][C:13](=[O:15])[CH3:14])[CH:10]=[CH:9][C@@H:8]([C:23]2[CH:28]=[CH:27][C:26]([C@H:8]3[O:7][C@H:6]([CH2:5][O:4][C:1](=[O:3])[CH3:2])[C@@H:11]([O:12][C:13](=[O:15])[CH3:14])[CH:10]=[CH:9]3)=[CH:25][CH:24]=2)[O:7]1)(=[O:3])[CH3:2], predict the reactants needed to synthesize it. The reactants are: [C:1]([O:4][CH2:5][C@@H:6]1[C@@H:11]([O:12][C:13](=[O:15])[CH3:14])[C@H:10](OC(=O)C)[CH:9]=[CH:8][O:7]1)(=[O:3])[CH3:2].B([C:23]1[CH:28]=[CH:27][C:26](B(O)O)=[CH:25][CH:24]=1)(O)O.N#N. (2) Given the product [NH2:61][C:28]1[C:27]2[N:36]=[C:24]3[CH2:23][N:22]([C:38]([O:40][C:41]([CH3:44])([CH3:43])[CH3:42])=[O:39])[CH2:21][CH:20]([O:19][Si:12]([C:15]([CH3:16])([CH3:17])[CH3:18])([CH3:13])[CH3:14])[CH2:37][N:25]3[C:26]=2[C:35]2[C:30](=[CH:31][CH:32]=[CH:33][CH:34]=2)[N:29]=1, predict the reactants needed to synthesize it. The reactants are: C1C=C(Cl)C=C(C(OO)=O)C=1.[Si:12]([O:19][CH:20]1[CH2:37][N:25]2[C:26]3[C:35]4[C:30](=[CH:31][CH:32]=[CH:33][CH:34]=4)[N:29]=[CH:28][C:27]=3[N:36]=[C:24]2[CH2:23][N:22]([C:38]([O:40][C:41]([CH3:44])([CH3:43])[CH3:42])=[O:39])[CH2:21]1)([C:15]([CH3:18])([CH3:17])[CH3:16])([CH3:14])[CH3:13].C(Cl)(Cl)Cl.C1(C)C=CC(S(Cl)(=O)=O)=CC=1.[OH-].[NH4+:61]. (3) Given the product [ClH:15].[N:50]1([CH2:6][C:5]2[CH:8]=[CH:9][C:2]([O:1][CH2:11][CH2:12][CH2:13][CH2:14][N:35]3[CH2:36][CH2:37][N:32]([C:27]4[CH:28]=[CH:29][CH:30]=[CH:31][C:26]=4[O:25][CH3:24])[CH2:33][CH2:34]3)=[CH:3][CH:4]=2)[CH:54]=[CH:53][N:52]=[CH:51]1, predict the reactants needed to synthesize it. The reactants are: [OH:1][C:2]1[CH:9]=[CH:8][C:5]([CH:6]=O)=[CH:4][CH:3]=1.Br[CH2:11][CH2:12][CH2:13][CH2:14][Cl:15].C(=O)([O-])[O-].[K+].[K+].[BH4-].[Na+].[CH3:24][O:25][C:26]1[CH:31]=[CH:30][CH:29]=[CH:28][C:27]=1[N:32]1[CH2:37][CH2:36][NH:35][CH2:34][CH2:33]1.C(=O)([O-])[O-].[Na+].[Na+].[I-].[K+].S(Cl)(Cl)=O.[NH:50]1[CH:54]=[CH:53][N:52]=[CH:51]1. (4) The reactants are: [Si]([O:8][C:9]1[CH:10]=[C:11]([CH:17]=[CH:18][C:19]=1[O:20][CH3:21])[CH2:12][CH2:13][C:14]([OH:16])=[S:15])(C(C)(C)C)(C)C.[F-].C([N+](CCCC)(CCCC)CCCC)CCC.CO.O. Given the product [OH:8][C:9]1[CH:10]=[C:11]([CH:17]=[CH:18][C:19]=1[O:20][CH3:21])[CH2:12][CH2:13][C:14]([OH:16])=[S:15], predict the reactants needed to synthesize it.